This data is from Forward reaction prediction with 1.9M reactions from USPTO patents (1976-2016). The task is: Predict the product of the given reaction. Given the reactants [CH3:1][C:2]([CH3:12])=[CH:3][C:4]([C:6]1[CH:11]=[CH:10][CH:9]=[CH:8][CH:7]=1)=O.[C:13]1([S:19]([C:22]#[N:23])(=[O:21])=[O:20])[CH:18]=[CH:17][CH:16]=[CH:15][CH:14]=1.B(OCCCC)(OCCCC)OCCCC, predict the reaction product. The product is: [C:13]1([S:19]([C:22]2[CH:1]=[C:2]([CH3:12])[CH:3]=[C:4]([C:6]3[CH:11]=[CH:10][CH:9]=[CH:8][CH:7]=3)[N:23]=2)(=[O:20])=[O:21])[CH:14]=[CH:15][CH:16]=[CH:17][CH:18]=1.